From a dataset of Peptide-MHC class II binding affinity with 134,281 pairs from IEDB. Regression. Given a peptide amino acid sequence and an MHC pseudo amino acid sequence, predict their binding affinity value. This is MHC class II binding data. (1) The peptide sequence is ASMVNGVIKILTYPW. The MHC is DRB1_0901 with pseudo-sequence DRB1_0901. The binding affinity (normalized) is 0.648. (2) The peptide sequence is PIVKDASIQVVSAIR. The MHC is DRB1_0401 with pseudo-sequence DRB1_0401. The binding affinity (normalized) is 0.647.